From a dataset of Forward reaction prediction with 1.9M reactions from USPTO patents (1976-2016). Predict the product of the given reaction. (1) Given the reactants [N:1]1[CH:6]=[CH:5][C:4]([Sn](CCCC)(CCCC)CCCC)=[CH:3][CH:2]=1.O1C=CC=C1P(C1OC=CC=1)C1OC=CC=1.Br/[C:37](/[C:45]1[CH:50]=[CH:49][C:48]([CH:51]2[CH2:53][CH2:52]2)=[C:47]([O:54][CH3:55])[N:46]=1)=[CH:38]\[C@@H:39]1[NH:43][C:42](=[O:44])[CH2:41][CH2:40]1.O, predict the reaction product. The product is: [CH:51]1([C:48]2[CH:49]=[CH:50][C:45](/[C:37](/[C:4]3[CH:3]=[CH:2][N:1]=[CH:6][CH:5]=3)=[CH:38]/[C@@H:39]3[NH:43][C:42](=[O:44])[CH2:41][CH2:40]3)=[N:46][C:47]=2[O:54][CH3:55])[CH2:52][CH2:53]1. (2) The product is: [CH2:61]([S:62]([NH:65][C:30]([CH:27]1[CH2:28][CH2:29][CH:25]([NH:24][C:13]2[C:12]([C:10]#[N:11])=[CH:17][C:16]([C:18]([O:20][CH2:21][CH3:22])=[O:19])=[C:15]([CH3:23])[N:14]=2)[CH2:26]1)=[O:32])(=[O:64])=[O:63])[C:55]1[CH:60]=[CH:59][CH:58]=[CH:57][CH:56]=1. Given the reactants CCN(C(C)C)C(C)C.[C:10]([C:12]1[C:13]([NH:24][CH:25]2[CH2:29][CH2:28][CH:27]([C:30]([OH:32])=O)[CH2:26]2)=[N:14][C:15]([CH3:23])=[C:16]([C:18]([O:20][CH2:21][CH3:22])=[O:19])[CH:17]=1)#[N:11].CN(C(ON1N=NC2C=CC=CC1=2)=[N+](C)C)C.[B-](F)(F)(F)F.[C:55]1([CH2:61][S:62]([NH2:65])(=[O:64])=[O:63])[CH:60]=[CH:59][CH:58]=[CH:57][CH:56]=1.C([O-])(O)=O.[Na+], predict the reaction product. (3) Given the reactants [NH2:1][C@H:2]([C:7](O)=O)[CH2:3][C:4](O)=[O:5].[NH2:10][C@@H:11]([C:16](O)=O)[CH2:12]C(O)=O.C(N[C@H](C)C(OC)=O)[C:20]1[CH:25]=[CH:24][CH:23]=[CH:22][CH:21]=1.C(OC(=O)CNCC1C=CC=CC=1)C, predict the reaction product. The product is: [CH3:12][C@@H:11]1[CH2:16][N:1]2[C@@H:2]([CH2:3][CH2:4][O:5][C:20]3[CH:25]=[CH:24][CH:23]=[CH:22][C:21]=32)[CH2:7][NH:10]1. (4) Given the reactants [N:1]1([C:7]2[CH:8]=[CH:9][CH:10]=[C:11]3[C:16]=2[N:15]=[CH:14][CH:13]=[CH:12]3)[CH2:6][CH2:5][NH:4][CH2:3][CH2:2]1.[N:17]1[C:26]2[C:21](=[CH:22][CH:23]=[CH:24][C:25]=2[N:27]2[CH2:32][CH2:31][C:30](=O)[CH2:29][CH2:28]2)[CH:20]=[CH:19][CH:18]=1.C(O[BH-](OC(=O)C)OC(=O)C)(=O)C.[Na+], predict the reaction product. The product is: [N:17]1[C:26]2[C:21](=[CH:22][CH:23]=[CH:24][C:25]=2[N:27]2[CH2:32][CH2:31][CH:30]([N:4]3[CH2:5][CH2:6][N:1]([C:7]4[CH:8]=[CH:9][CH:10]=[C:11]5[C:16]=4[N:15]=[CH:14][CH:13]=[CH:12]5)[CH2:2][CH2:3]3)[CH2:29][CH2:28]2)[CH:20]=[CH:19][CH:18]=1. (5) Given the reactants [C:1]([O:4][C:5]1[CH:10]=[C:9]([C:11](=O)/[CH:12]=[CH:13]/[N:14](C)C)[CH:8]=[CH:7][C:6]=1[S:18]([CH3:21])(=[O:20])=[O:19])(=O)C.[NH:22]([C:24]1[CH:25]=[C:26]([CH:29]=[CH:30][N:31]=1)[C:27]#[N:28])N, predict the reaction product. The product is: [CH3:1][O:4][C:5]1[CH:10]=[C:9]([C:11]2[N:22]([C:24]3[CH:25]=[C:26]([C:27]#[N:28])[CH:29]=[CH:30][N:31]=3)[N:14]=[CH:13][CH:12]=2)[CH:8]=[CH:7][C:6]=1[S:18]([CH3:21])(=[O:20])=[O:19].